This data is from NCI-60 drug combinations with 297,098 pairs across 59 cell lines. The task is: Regression. Given two drug SMILES strings and cell line genomic features, predict the synergy score measuring deviation from expected non-interaction effect. Drug 1: C1=NC2=C(N=C(N=C2N1C3C(C(C(O3)CO)O)F)Cl)N. Drug 2: CC1C(C(CC(O1)OC2CC(CC3=C2C(=C4C(=C3O)C(=O)C5=C(C4=O)C(=CC=C5)OC)O)(C(=O)CO)O)N)O.Cl. Cell line: M14. Synergy scores: CSS=41.8, Synergy_ZIP=-2.67, Synergy_Bliss=0.377, Synergy_Loewe=-1.51, Synergy_HSA=0.473.